This data is from Full USPTO retrosynthesis dataset with 1.9M reactions from patents (1976-2016). The task is: Predict the reactants needed to synthesize the given product. (1) Given the product [Br:1][C:2]1[CH:3]=[C:4]([N+:10]([O-:12])=[O:11])[C:5]2[N:9]=[C:20]([CH:21]([CH3:23])[CH3:22])[NH:8][C:6]=2[CH:7]=1, predict the reactants needed to synthesize it. The reactants are: [Br:1][C:2]1[CH:7]=[C:6]([NH2:8])[C:5]([NH2:9])=[C:4]([N+:10]([O-:12])=[O:11])[CH:3]=1.O.C([O-])([O-])=O.[Na+].[Na+].[C:20](O)(=O)[CH:21]([CH3:23])[CH3:22]. (2) The reactants are: [NH:1]1[CH2:6][CH2:5][CH:4]([C:7]2[CH:15]=[CH:14][CH:13]=[C:12]3[C:8]=2[CH2:9][C:10](=[O:16])[NH:11]3)[CH2:3][CH2:2]1.[CH:17]([C:19]1[NH:20][C:21]([CH3:39])=[C:22]([S:29]([C:32]2[CH:37]=[CH:36][C:35]([CH3:38])=[CH:34][CH:33]=2)(=[O:31])=[O:30])[C:23]=1[CH2:24][CH2:25][C:26]([OH:28])=[O:27])=O.N1CCCCC1. Given the product [CH3:39][C:21]1[NH:20][C:19](/[CH:17]=[C:9]2\[C:10](=[O:16])[NH:11][C:12]3[C:8]\2=[C:7]([CH:4]2[CH2:3][CH2:2][NH:1][CH2:6][CH2:5]2)[CH:15]=[CH:14][CH:13]=3)=[C:23]([CH2:24][CH2:25][C:26]([OH:28])=[O:27])[C:22]=1[S:29]([C:32]1[CH:37]=[CH:36][C:35]([CH3:38])=[CH:34][CH:33]=1)(=[O:31])=[O:30], predict the reactants needed to synthesize it.